This data is from Reaction yield outcomes from USPTO patents with 853,638 reactions. The task is: Predict the reaction yield, written as a fraction of the theoretical maximum amount of product (1.0 means a 100% yield; for example, 0.34 means a 34% yield). (1) The reactants are [Cl:1][C:2]1[CH:3]=[C:4]([C:9](=[CH2:15])[C:10]([O:12][CH2:13][CH3:14])=[O:11])[CH:5]=[CH:6][C:7]=1[Cl:8].Cl.[CH2:17]([O:19][C:20](=[O:24])[CH2:21][CH2:22][NH2:23])[CH3:18].O. The catalyst is C(N(CC)CC)C. The product is [CH2:17]([O:19][C:20](=[O:24])[CH2:21][CH2:22][NH:23][CH2:15][CH:9]([C:4]1[CH:5]=[CH:6][C:7]([Cl:8])=[C:2]([Cl:1])[CH:3]=1)[C:10]([O:12][CH2:13][CH3:14])=[O:11])[CH3:18]. The yield is 0.780. (2) No catalyst specified. The product is [CH2:35]([N:36]([CH3:39])[C:37](=[O:38])[O:27][CH2:26][CH2:25][CH2:24][C:14]1[CH:15]=[CH:16][C:17]([O:19][CH2:20][CH2:21][O:22][CH3:23])=[CH:18][C:13]=1[O:12][C:3]1[C:2]([Cl:1])=[CH:7][C:6]([C:8]([F:9])([F:11])[F:10])=[CH:5][N:4]=1)[CH2:30][CH2:31][CH3:32]. The yield is 0.730. The reactants are [Cl:1][C:2]1[C:3]([O:12][C:13]2[CH:18]=[C:17]([O:19][CH2:20][CH2:21][O:22][CH3:23])[CH:16]=[CH:15][C:14]=2[CH2:24][CH2:25][CH2:26][OH:27])=[N:4][CH:5]=[C:6]([C:8]([F:11])([F:10])[F:9])[CH:7]=1.CN[CH2:30][CH2:31][CH2:32]C.O.[CH3:35][N:36]([CH3:39])[CH:37]=[O:38]. (3) The reactants are Br[C:2]1[CH:3]=[C:4]2[C:9](=[CH:10][CH:11]=1)[N:8]=[C:7]([C:12]([CH3:14])=[CH2:13])[CH:6]=[CH:5]2.C1(P(C2C=CC=CC=2)CCCP(C2C=CC=CC=2)C2C=CC=CC=2)C=CC=CC=1.C(N(CC)CC)C.[CH3:51][OH:52].CN([CH:56]=[O:57])C. The catalyst is C(OCC)(=O)C.C1(C)C=CC=CC=1.C([O-])(=O)C.[Pd+2].C([O-])(=O)C. The product is [C:12]([C:7]1[CH:6]=[CH:5][C:4]2[C:9](=[CH:10][CH:11]=[C:2]([C:51]([O:57][CH3:56])=[O:52])[CH:3]=2)[N:8]=1)([CH3:14])=[CH2:13]. The yield is 0.820. (4) The reactants are C([N:8]1[CH2:13][CH2:12][N:11](CC2C=CC=CC=2)[CH2:10][C@@H:9]1[CH2:21][CH2:22][C:23]1[CH:28]=[CH:27][CH:26]=[CH:25][C:24]=1[Cl:29])C1C=CC=CC=1.ClC(OC(Cl)C)=O. The catalyst is ClC(Cl)C. The product is [Cl:29][C:24]1[CH:25]=[CH:26][CH:27]=[CH:28][C:23]=1[CH2:22][CH2:21][C@H:9]1[CH2:10][NH:11][CH2:12][CH2:13][NH:8]1. The yield is 0.340. (5) The reactants are [CH2:1]([O:8][C:9]([N:11]1[CH2:16][CH2:15][CH:14]([C:17]([OH:19])=[O:18])[CH2:13][CH2:12]1)=[O:10])[C:2]1[CH:7]=[CH:6][CH:5]=[CH:4][CH:3]=1.S(=O)(=O)(O)O.[CH3:25]O. No catalyst specified. The product is [CH2:1]([O:8][C:9]([N:11]1[CH2:12][CH2:13][CH:14]([C:17]([O:19][CH3:25])=[O:18])[CH2:15][CH2:16]1)=[O:10])[C:2]1[CH:3]=[CH:4][CH:5]=[CH:6][CH:7]=1. The yield is 0.930. (6) The reactants are [Cl:1][C:2]1[CH:10]=[C:6]([C:7]([OH:9])=O)[C:5]([NH2:11])=[CH:4][C:3]=1[N+:12]([O-:14])=[O:13].Cl.[CH:16](N)=[NH:17]. No catalyst specified. The product is [Cl:1][C:2]1[CH:10]=[C:6]2[C:5](=[CH:4][C:3]=1[N+:12]([O-:14])=[O:13])[N:11]=[CH:16][NH:17][C:7]2=[O:9]. The yield is 0.830. (7) The reactants are [Cl:1][C:2]1[N:3]=[C:4]([C:9]([NH:11][C@H:12]2[CH2:17][CH2:16][N:15]([C:18]3[S:19][C:20]4[C:26]([C:27]([O:29]CC)=[O:28])=[CH:25][CH:24]=[CH:23][C:21]=4[N:22]=3)[CH2:14][C@H:13]2[O:32][CH:33]([CH3:35])[CH3:34])=[O:10])[NH:5][C:6]=1[CH2:7][CH3:8].O.[OH-].[Li+].O. The catalyst is O1CCCC1. The product is [Cl:1][C:2]1[N:3]=[C:4]([C:9]([NH:11][C@H:12]2[CH2:17][CH2:16][N:15]([C:18]3[S:19][C:20]4[C:26]([C:27]([OH:29])=[O:28])=[CH:25][CH:24]=[CH:23][C:21]=4[N:22]=3)[CH2:14][C@H:13]2[O:32][CH:33]([CH3:34])[CH3:35])=[O:10])[NH:5][C:6]=1[CH2:7][CH3:8]. The yield is 0.980. (8) The reactants are CC1(C)COB([C:8]2[CH:13]=[CH:12][C:11]([C:14]3([OH:18])[CH2:17][O:16][CH2:15]3)=[C:10]([O:19][CH3:20])[CH:9]=2)OC1.Br[C:23]1[CH:24]=[C:25]2[C:29](=[CH:30][C:31]=1[F:32])[NH:28][CH:27]=[C:26]2[CH:33]=[O:34].C(=O)([O-])[O-].[K+].[K+]. The catalyst is C1(C)C=CC=CC=1.C(O)C.C1C=CC(P(C2C=CC=CC=2)[C-]2C=CC=C2)=CC=1.C1C=CC(P(C2C=CC=CC=2)[C-]2C=CC=C2)=CC=1.Cl[Pd]Cl.[Fe+2]. The product is [F:32][C:31]1[CH:30]=[C:29]2[C:25]([C:26]([CH:33]=[O:34])=[CH:27][NH:28]2)=[CH:24][C:23]=1[C:8]1[CH:13]=[CH:12][C:11]([C:14]2([OH:18])[CH2:15][O:16][CH2:17]2)=[C:10]([O:19][CH3:20])[CH:9]=1. The yield is 0.730. (9) The reactants are [OH:1][C:2]1[CH:7]=[CH:6][C:5]([N:8]2[C:13](=[O:14])[C:12]([CH2:15][C:16]3[CH:21]=[CH:20][C:19]([C:22]4[C:23]([C:28]#[N:29])=[CH:24][CH:25]=[CH:26][CH:27]=4)=[CH:18][CH:17]=3)=[C:11]([CH2:30][CH2:31][CH3:32])[N:10]=[C:9]2[CH3:33])=[CH:4][CH:3]=1.[O:34]1[CH2:38][CH2:37][CH:36](O)[CH2:35]1.C1(P(C2C=CC=CC=2)C2C=CC=CC=2)C=CC=CC=1.[N:60]([C:61]([O:63]C(C)C)=[O:62])=[N:60][C:61]([O:63]C(C)C)=[O:62]. The catalyst is O1CCCC1.O.C(OCC)(=O)C. The product is [CH3:33][C:9]1[N:8]([C:5]2[CH:4]=[CH:3][C:2]([O:1][CH:36]3[CH2:37][CH2:38][O:34][CH2:35]3)=[CH:7][CH:6]=2)[C:13](=[O:14])[C:12]([CH2:15][C:16]2[CH:21]=[CH:20][C:19]([C:22]3[CH:27]=[CH:26][CH:25]=[CH:24][C:23]=3[C:28]3[NH:60][C:61](=[O:62])[O:63][N:29]=3)=[CH:18][CH:17]=2)=[C:11]([CH2:30][CH2:31][CH3:32])[N:10]=1. The yield is 0.530.